The task is: Predict the reactants needed to synthesize the given product.. This data is from Full USPTO retrosynthesis dataset with 1.9M reactions from patents (1976-2016). The reactants are: I(C1C=CC=CC=1C(O)=O)(=O)=O.C(C1C=CC(C([C:23]2[CH:28]=[CH:27][N:26]=[CH:25][C:24]=2[O:29][CH2:30][O:31][CH2:32][CH2:33][Si:34]([CH3:37])([CH3:36])[CH3:35])O)=CC=1)C.O. Given the product [CH3:35][Si:34]([CH3:37])([CH3:36])[CH2:33][CH2:32][O:31][CH2:30][O:29][C:24]1[CH:25]=[N:26][CH:27]=[CH:28][CH:23]=1, predict the reactants needed to synthesize it.